Dataset: Retrosynthesis with 50K atom-mapped reactions and 10 reaction types from USPTO. Task: Predict the reactants needed to synthesize the given product. (1) Given the product Fc1ccc(OCc2ccccc2)c(F)c1F, predict the reactants needed to synthesize it. The reactants are: BrCc1ccccc1.Oc1ccc(F)c(F)c1F. (2) Given the product CCOC(=O)Cn1c(CBr)cnc(Cl)c1=O, predict the reactants needed to synthesize it. The reactants are: CCOC(=O)Cn1c(C)cnc(Cl)c1=O.O=C1CCC(=O)N1Br. (3) Given the product CC(C)(C)OC(=O)NCC1CN(Cc2ccccc2)CCO1, predict the reactants needed to synthesize it. The reactants are: CC(C)(C)OC(=O)OC(=O)OC(C)(C)C.NCC1CN(Cc2ccccc2)CCO1. (4) Given the product CN(C)c1ccc(CCOc2cncc(Cl)n2)cc1, predict the reactants needed to synthesize it. The reactants are: CN(C)c1ccc(CCO)cc1.Clc1cncc(Cl)n1.